From a dataset of Full USPTO retrosynthesis dataset with 1.9M reactions from patents (1976-2016). Predict the reactants needed to synthesize the given product. (1) Given the product [C:14]1([C:20]#[C:21][C:2]2[CH:7]=[CH:6][C:5]([CH2:8][CH2:9][C:10]([O:12][CH3:13])=[O:11])=[CH:4][CH:3]=2)[CH:19]=[CH:18][CH:17]=[CH:16][CH:15]=1, predict the reactants needed to synthesize it. The reactants are: I[C:2]1[CH:7]=[CH:6][C:5]([CH2:8][CH2:9][C:10]([O:12][CH3:13])=[O:11])=[CH:4][CH:3]=1.[C:14]1([C:20]#[CH:21])[CH:19]=[CH:18][CH:17]=[CH:16][CH:15]=1. (2) Given the product [O:28]1[CH:32]=[CH:31][C:30]([C:2]2[C:3]([N:22]3[CH2:26][CH2:25][C@@H:24]([OH:27])[CH2:23]3)=[N:4][CH:5]=[C:6]([CH:21]=2)[C:7]([NH:9][C:10]2[CH:15]=[CH:14][C:13]([O:16][C:17]([F:20])([F:19])[F:18])=[CH:12][CH:11]=2)=[O:8])=[CH:29]1, predict the reactants needed to synthesize it. The reactants are: Br[C:2]1[C:3]([N:22]2[CH2:26][CH2:25][C@@H:24]([OH:27])[CH2:23]2)=[N:4][CH:5]=[C:6]([CH:21]=1)[C:7]([NH:9][C:10]1[CH:15]=[CH:14][C:13]([O:16][C:17]([F:20])([F:19])[F:18])=[CH:12][CH:11]=1)=[O:8].[O:28]1[CH:32]=[CH:31][C:30](B(O)O)=[CH:29]1.C([O-])([O-])=O.[Na+].[Na+].COCCOC. (3) Given the product [C:1]([O:5][C:6](=[O:7])[NH:8][C:9]1[CH:14]=[C:13]([C:15]#[N:16])[CH:12]=[C:11]([N:17]2[CH2:22][CH2:21][N:20]([CH:23]3[CH2:26][O:25][CH2:24]3)[CH:19]([C:27]([N:41]3[CH2:46][CH2:45][O:44][CH2:43][CH2:42]3)=[O:29])[CH2:18]2)[C:10]=1[Cl:30])([CH3:4])([CH3:3])[CH3:2], predict the reactants needed to synthesize it. The reactants are: [C:1]([O:5][C:6]([NH:8][C:9]1[C:10]([Cl:30])=[C:11]([N:17]2[CH2:22][CH2:21][N:20]([CH:23]3[CH2:26][O:25][CH2:24]3)[CH:19]([C:27]([O-:29])=O)[CH2:18]2)[CH:12]=[C:13]([C:15]#[N:16])[CH:14]=1)=[O:7])([CH3:4])([CH3:3])[CH3:2].[Li].CCN(C(C)C)C(C)C.[NH:41]1[CH2:46][CH2:45][O:44][CH2:43][CH2:42]1.C(P1(=O)OP(CCC)(=O)OP(CCC)(=O)O1)CC. (4) Given the product [C:1]([O:4][C@@H:5]1[CH2:21][C@H:20]2[C@@:8]([CH3:34])([CH:9]3[CH:17]([CH2:18][CH2:19]2)[CH:16]2[C@@:12]([CH3:33])([C:13]([N:24]4[C:28]5[CH:29]=[CH:30][CH:31]=[CH:32][C:27]=5[N:26]=[CH:25]4)=[CH:14][CH2:15]2)[CH2:11][CH2:10]3)[CH2:7][CH2:6]1)(=[O:3])[CH3:2], predict the reactants needed to synthesize it. The reactants are: [C:1]([O:4][C@@H:5]1[CH2:21][C@H:20]2[C@@:8]([CH3:34])([CH:9]3[CH:17]([CH2:18][CH2:19]2)[CH:16]2[C@@:12]([CH3:33])([C:13]([N:24]4[C:28]5[CH:29]=[CH:30][CH:31]=[CH:32][C:27]=5[N:26]=[CH:25]4)=[C:14](C=O)[CH2:15]2)[CH2:11][CH2:10]3)[CH2:7][CH2:6]1)(=[O:3])[CH3:2]. (5) Given the product [N:14]1([CH2:21][CH2:22][N:23]2[CH2:28][CH2:27][CH:26]([NH:29][C:30]([C:32]3[NH:33][C:34]4[C:39]([CH:40]=3)=[C:38]([Br:41])[CH:37]=[CH:36][CH:35]=4)=[O:31])[CH2:25][CH2:24]2)[CH2:16][CH2:17][CH2:18][CH2:19][CH2:20]1, predict the reactants needed to synthesize it. The reactants are: BrC1C=CC=C2C=1C=C(C(O)=O)N2.[N:14]1([CH2:21][CH2:22][N:23]2[CH2:28][CH2:27][CH:26]([NH:29][C:30]([C:32]3[NH:33][C:34]4[C:39]([CH:40]=3)=[C:38]([Br:41])[CH:37]=[CH:36][CH:35]=4)=[O:31])[CH2:25][CH2:24]2)[CH2:20][CH2:19][CH2:18][CH2:17][CH2:16]C1. (6) The reactants are: [OH:1][C:2]([C:7]12[CH2:16][CH:11]3[CH2:12][CH:13]([CH2:15][CH:9]([CH2:10]3)[CH2:8]1)[CH2:14]2)([CH2:5][CH3:6])[CH2:3][CH3:4].[O:17]=O. Given the product [OH:17][C:11]12[CH2:12][CH:13]3[CH2:15][CH:9]([CH2:8][C:7]([C:2]([OH:1])([CH2:3][CH3:4])[CH2:5][CH3:6])([CH2:14]3)[CH2:16]1)[CH2:10]2, predict the reactants needed to synthesize it.